This data is from NCI-60 drug combinations with 297,098 pairs across 59 cell lines. The task is: Regression. Given two drug SMILES strings and cell line genomic features, predict the synergy score measuring deviation from expected non-interaction effect. Drug 1: CC=C1C(=O)NC(C(=O)OC2CC(=O)NC(C(=O)NC(CSSCCC=C2)C(=O)N1)C(C)C)C(C)C. Drug 2: CN(CCCl)CCCl.Cl. Cell line: M14. Synergy scores: CSS=40.5, Synergy_ZIP=0.956, Synergy_Bliss=0.164, Synergy_Loewe=-24.4, Synergy_HSA=-1.91.